Predict the product of the given reaction. From a dataset of Forward reaction prediction with 1.9M reactions from USPTO patents (1976-2016). (1) Given the reactants C(N(CC)CC)C.Cl.[NH2:9][CH:10]([C:24]1[C:28](=[O:29])[CH2:27][CH2:26][C:25]=1[NH:30][C:31]1[CH:36]=[CH:35][CH:34]=[C:33]([CH:37]([F:39])[F:38])[CH:32]=1)[C:11]1[CH:18]=[CH:17][C:14]([C:15]#[N:16])=[CH:13][C:12]=1[S:19]([CH2:22][CH3:23])(=[O:21])=[O:20].[C:40](N1C=CN=C1)(N1C=CN=C1)=[O:41], predict the reaction product. The product is: [F:38][CH:37]([F:39])[C:33]1[CH:32]=[C:31]([N:30]2[C:25]3[CH2:26][CH2:27][C:28](=[O:29])[C:24]=3[CH:10]([C:11]3[CH:18]=[CH:17][C:14]([C:15]#[N:16])=[CH:13][C:12]=3[S:19]([CH2:22][CH3:23])(=[O:21])=[O:20])[NH:9][C:40]2=[O:41])[CH:36]=[CH:35][CH:34]=1. (2) Given the reactants [CH3:1][C:2]1[S:6][C:5]([C:7]2[NH:8][CH:9]=[CH:10][CH:11]=2)=[N:4][CH:3]=1.[Br:12]N1C(=O)CCC1=O.O, predict the reaction product. The product is: [Br:12][C:9]1[NH:8][C:7]([C:5]2[S:6][C:2]([CH3:1])=[CH:3][N:4]=2)=[CH:11][CH:10]=1.